Task: Predict the product of the given reaction.. Dataset: Forward reaction prediction with 1.9M reactions from USPTO patents (1976-2016) (1) Given the reactants [CH3:1][C:2]1[N:3]=[N:4][N:5]([CH2:7][C:8]2[CH:13]=[C:12]([C:14]([F:17])([F:16])[F:15])[CH:11]=[CH:10][C:9]=2/[CH:18]=[CH:19]/[C:20]([O:22]CC)=[O:21])[N:6]=1.[OH-].[Na+], predict the reaction product. The product is: [CH3:1][C:2]1[N:3]=[N:4][N:5]([CH2:7][C:8]2[CH:13]=[C:12]([C:14]([F:15])([F:17])[F:16])[CH:11]=[CH:10][C:9]=2/[CH:18]=[CH:19]/[C:20]([OH:22])=[O:21])[N:6]=1. (2) Given the reactants [Cl:1][C:2]1[C:3]([NH:22][C:23](=[O:31])[CH2:24][CH:25]2[CH2:30][CH2:29][CH2:28][CH2:27][CH2:26]2)=[C:4]2[C:9](=[CH:10][CH:11]=1)[N:8]=[C:7]([N:12]1[CH2:16][CH2:15][C@@H:14](OS(C)(=O)=O)[CH2:13]1)[CH:6]=[CH:5]2.[CH2:32]([CH2:34][NH2:35])[OH:33], predict the reaction product. The product is: [Cl:1][C:2]1[C:3]([NH:22][C:23](=[O:31])[CH2:24][CH:25]2[CH2:26][CH2:27][CH2:28][CH2:29][CH2:30]2)=[C:4]2[C:9](=[CH:10][CH:11]=1)[N:8]=[C:7]([N:12]1[CH2:16][CH2:15][C@H:14]([NH:35][CH2:34][CH2:32][OH:33])[CH2:13]1)[CH:6]=[CH:5]2.